Task: Predict the reactants needed to synthesize the given product.. Dataset: Full USPTO retrosynthesis dataset with 1.9M reactions from patents (1976-2016) (1) Given the product [Br:18][C:19]1[CH:24]=[CH:23][C:22]([CH2:25][NH:26][C:4](=[O:6])[C:3]2[C:7]([Cl:16])=[CH:8][C:9]([O:11][CH2:12][CH2:13][O:14][CH3:15])=[CH:10][C:2]=2[Cl:1])=[CH:21][CH:20]=1, predict the reactants needed to synthesize it. The reactants are: [Cl:1][C:2]1[CH:10]=[C:9]([O:11][CH2:12][CH2:13][O:14][CH3:15])[CH:8]=[C:7]([Cl:16])[C:3]=1[C:4]([OH:6])=O.Cl.[Br:18][C:19]1[CH:24]=[CH:23][C:22]([CH2:25][NH2:26])=[CH:21][CH:20]=1.C[NH3+].F[P-](F)(F)(F)(F)F.N1(OC(N(C)C)=[N+](C)C)C2N=CC=CC=2N=N1.F[P-](F)(F)(F)(F)F.C(N(CC)CC)C. (2) Given the product [CH3:13][O:12][C:9]1[CH:10]=[C:11]2[C:6](=[CH:7][C:8]=1[O:14][CH2:15][CH:16]1[CH2:21][CH2:20][N:19]([CH3:22])[CH2:18][CH2:17]1)[N:5]=[CH:4][C:3]([C:23]#[N:24])=[C:2]2[NH:38][C:35]1[CH:34]=[CH:33][C:32]([O:31][C:27]2[CH:26]=[N:25][CH:30]=[CH:29][CH:28]=2)=[CH:37][CH:36]=1, predict the reactants needed to synthesize it. The reactants are: Cl[C:2]1[C:11]2[C:6](=[CH:7][C:8]([O:14][CH2:15][CH:16]3[CH2:21][CH2:20][N:19]([CH3:22])[CH2:18][CH2:17]3)=[C:9]([O:12][CH3:13])[CH:10]=2)[N:5]=[CH:4][C:3]=1[C:23]#[N:24].[N:25]1[CH:30]=[CH:29][CH:28]=[C:27]([O:31][C:32]2[CH:37]=[CH:36][C:35]([NH2:38])=[CH:34][CH:33]=2)[CH:26]=1. (3) Given the product [NH2:20][CH:17]1[CH2:16][CH2:15][N:14]([CH2:13][CH2:12][N:9]2[C:10]3[C:5](=[CH:4][CH:3]=[C:2]([F:1])[CH:11]=3)[C:6]([O:29][CH3:30])=[CH:7][C:8]2=[O:28])[CH2:19][CH2:18]1, predict the reactants needed to synthesize it. The reactants are: [F:1][C:2]1[CH:11]=[C:10]2[C:5]([C:6]([O:29][CH3:30])=[CH:7][C:8](=[O:28])[N:9]2[CH2:12][CH2:13][N:14]2[CH2:19][CH2:18][CH:17]([NH:20]C(=O)OC(C)(C)C)[CH2:16][CH2:15]2)=[CH:4][CH:3]=1.Cl. (4) Given the product [CH2:42]([O:41][C:38]1[CH:39]=[CH:40][C:35]([S:32]([N:29]2[CH2:30][CH2:31][CH:27]([NH:8][CH2:9][C@H:10]([OH:26])[CH2:11][O:12][C:13]3[C:25]4[C:24]5[C:19](=[CH:20][CH:21]=[CH:22][CH:23]=5)[NH:18][C:17]=4[CH:16]=[CH:15][CH:14]=3)[CH2:28]2)(=[O:34])=[O:33])=[CH:36][CH:37]=1)[CH2:43][CH2:44][CH3:45], predict the reactants needed to synthesize it. The reactants are: C([N:8]([CH:27]1[CH2:31][CH2:30][N:29]([S:32]([C:35]2[CH:40]=[CH:39][C:38]([O:41][CH2:42][CH2:43][CH2:44][CH3:45])=[CH:37][CH:36]=2)(=[O:34])=[O:33])[CH2:28]1)[CH2:9][CH:10]([OH:26])[CH2:11][O:12][C:13]1[C:25]2[C:24]3[C:19](=[CH:20][CH:21]=[CH:22][CH:23]=3)[NH:18][C:17]=2[CH:16]=[CH:15][CH:14]=1)C1C=CC=CC=1.C([O-])=O.[NH4+]. (5) The reactants are: I[C:2]1[CH:28]=[CH:27][C:26]([CH3:29])=[CH:25][C:3]=1[C:4]([N:6]1[CH2:11][CH2:10][CH2:9][C@@H:8]([CH3:12])[C@H:7]1[CH2:13][N:14]1[C:22](=[O:23])[C:21]2[C:16](=[CH:17][CH:18]=[CH:19][CH:20]=2)[C:15]1=[O:24])=[O:5].C([Sn](CCCC)(CCCC)[C:35]1[N:40]=[CH:39][CH:38]=[CH:37][N:36]=1)CCC.[F-].[Cs+]. Given the product [CH3:12][C@@H:8]1[CH2:9][CH2:10][CH2:11][N:6]([C:4](=[O:5])[C:3]2[CH:25]=[C:26]([CH3:29])[CH:27]=[CH:28][C:2]=2[C:35]2[N:40]=[CH:39][CH:38]=[CH:37][N:36]=2)[C@@H:7]1[CH2:13][N:14]1[C:22](=[O:23])[C:21]2[C:16](=[CH:17][CH:18]=[CH:19][CH:20]=2)[C:15]1=[O:24], predict the reactants needed to synthesize it. (6) The reactants are: C(OC([NH:8][C@@H:9]1[CH2:14][CH2:13][C@H:12]([CH2:15][NH:16][C:17](=[O:26])[O:18][CH2:19][C:20]2[CH:25]=[CH:24][CH:23]=[CH:22][CH:21]=2)[CH2:11][CH2:10]1)=O)(C)(C)C.Cl. Given the product [NH2:8][C@@H:9]1[CH2:14][CH2:13][C@H:12]([CH2:15][NH:16][C:17](=[O:26])[O:18][CH2:19][C:20]2[CH:21]=[CH:22][CH:23]=[CH:24][CH:25]=2)[CH2:11][CH2:10]1, predict the reactants needed to synthesize it. (7) Given the product [F:13][C:10]1[CH:11]=[CH:12][C:7]([N:6]2[C:19]([CH3:20])=[CH:18][CH:17]=[C:3]([C:1]#[N:2])[C:4]2=[O:5])=[CH:8][C:9]=1[CH3:14], predict the reactants needed to synthesize it. The reactants are: [C:1]([CH2:3][C:4]([NH:6][C:7]1[CH:12]=[CH:11][C:10]([F:13])=[C:9]([CH3:14])[CH:8]=1)=[O:5])#[N:2].CO/[CH:17]=[CH:18]/[C:19](=O)[CH3:20].N12CCN(CC1)CC2.C(OCC)(=O)C. (8) Given the product [CH3:17][CH:18]1[CH2:23][C:22](=[O:24])[CH2:21][CH2:20][N:19]1[C:9]([O:11][C:12]([CH3:13])([CH3:14])[CH3:15])=[O:10], predict the reactants needed to synthesize it. The reactants are: [C:9](O[C:9]([O:11][C:12]([CH3:15])([CH3:14])[CH3:13])=[O:10])([O:11][C:12]([CH3:15])([CH3:14])[CH3:13])=[O:10].Cl.[CH3:17][CH:18]1[CH2:23][C:22](=[O:24])[CH2:21][CH2:20][NH:19]1. (9) The reactants are: [C:1]([O:5][C@@H:6]([C:11]1[C:12]([C:25]2[CH:30]=[CH:29][C:28]([Cl:31])=[CH:27][CH:26]=2)=[C:13]2[C:20]3[CH2:21][CH2:22][CH2:23][CH2:24][C:19]=3[S:18][C:14]2=[N:15][C:16]=1[CH3:17])[C:7]([O:9]C)=[O:8])([CH3:4])([CH3:3])[CH3:2].[OH-].[Na+]. Given the product [C:1]([O:5][C@@H:6]([C:11]1[C:12]([C:25]2[CH:26]=[CH:27][C:28]([Cl:31])=[CH:29][CH:30]=2)=[C:13]2[C:20]3[CH2:21][CH2:22][CH2:23][CH2:24][C:19]=3[S:18][C:14]2=[N:15][C:16]=1[CH3:17])[C:7]([OH:9])=[O:8])([CH3:4])([CH3:2])[CH3:3], predict the reactants needed to synthesize it. (10) Given the product [F:32][C:2]1([F:1])[O:6][C:5]2[CH:7]=[CH:8][C:9]([C:11]3([C:14]([NH:16][C:17]4[CH:22]=[CH:21][C:20]([CH3:23])=[C:19]([C:24]5[CH:25]=[N:26][C:27]([OH:30])=[N:28][CH:29]=5)[N:18]=4)=[O:15])[CH2:12][CH2:13]3)=[CH:10][C:4]=2[O:3]1, predict the reactants needed to synthesize it. The reactants are: [F:1][C:2]1([F:32])[O:6][C:5]2[CH:7]=[CH:8][C:9]([C:11]3([C:14]([NH:16][C:17]4[CH:22]=[CH:21][C:20]([CH3:23])=[C:19]([C:24]5[CH:25]=[N:26][C:27]([O:30]C)=[N:28][CH:29]=5)[N:18]=4)=[O:15])[CH2:13][CH2:12]3)=[CH:10][C:4]=2[O:3]1.[Si](I)(C)(C)C.